Dataset: Forward reaction prediction with 1.9M reactions from USPTO patents (1976-2016). Task: Predict the product of the given reaction. (1) The product is: [Cl:13][C:14]1[CH:15]=[C:16]([CH2:21][CH2:22][NH:23][CH2:10][C:8]2[O:9][C:5]3[CH:4]=[CH:3][C:2]([CH3:1])=[CH:12][C:6]=3[CH:7]=2)[CH:17]=[CH:18][C:19]=1[Cl:20]. Given the reactants [CH3:1][C:2]1[CH:3]=[CH:4][C:5]2[O:9][C:8]([CH:10]=O)=[CH:7][C:6]=2[CH:12]=1.[Cl:13][C:14]1[CH:15]=[C:16]([CH2:21][CH2:22][NH2:23])[CH:17]=[CH:18][C:19]=1[Cl:20], predict the reaction product. (2) Given the reactants [CH2:1]([N:8]([CH2:20][C:21]1[CH:30]=[CH:29][C:24]([C:25]([O:27][CH3:28])=[O:26])=[CH:23][CH:22]=1)[CH2:9][C:10]1[CH:19]=[CH:18][C:13]([C:14]([O:16][CH3:17])=[O:15])=[CH:12][CH:11]=1)[C:2]1[CH:7]=[CH:6][CH:5]=[CH:4][CH:3]=1.[CH3:31][S:32]([OH:35])(=[O:34])=[O:33], predict the reaction product. The product is: [CH3:31][S:32]([O-:35])(=[O:34])=[O:33].[CH2:1]([NH+:8]([CH2:9][C:10]1[CH:19]=[CH:18][C:13]([C:14]([O:16][CH3:17])=[O:15])=[CH:12][CH:11]=1)[CH2:20][C:21]1[CH:30]=[CH:29][C:24]([C:25]([O:27][CH3:28])=[O:26])=[CH:23][CH:22]=1)[C:2]1[CH:3]=[CH:4][CH:5]=[CH:6][CH:7]=1.